This data is from Tyrosyl-DNA phosphodiesterase HTS with 341,365 compounds. The task is: Binary Classification. Given a drug SMILES string, predict its activity (active/inactive) in a high-throughput screening assay against a specified biological target. (1) The molecule is O1c2c(OC1)ccc(CNC(=O)Nc1cc(ccc1)C)c2. The result is 0 (inactive). (2) The molecule is Brc1cc(c(OCC(=O)Nc2ccc(cc2)C)cc1)C. The result is 0 (inactive). (3) The compound is S1C2N(C(=O)C2NC(=O)/C(=N/OC(C)(C)C(O)=O)c2nc(sc2)N)C(=C(C1)C[n+]1ccccc1)C([O-])=O. The result is 1 (active).